From a dataset of Forward reaction prediction with 1.9M reactions from USPTO patents (1976-2016). Predict the product of the given reaction. (1) Given the reactants [C:1]([O:5][C:6]([N:8]1[CH:12]=[C:11]([N:13](C(OC(C)(C)C)=O)[C:14]2[CH:19]=[CH:18][N:17]=[C:16](Cl)[N:15]=2)[CH:10]=[N:9]1)=[O:7])([CH3:4])([CH3:3])[CH3:2].[CH:28]([NH:31][C:32](=[O:50])[CH2:33][O:34][C:35]1[CH:40]=[CH:39][CH:38]=[C:37](B2OC(C)(C)C(C)(C)O2)[CH:36]=1)([CH3:30])[CH3:29].C([O-])([O-])=O.[Na+].[Na+].CC(OC(OC(OC(C)(C)C)=O)=O)(C)C, predict the reaction product. The product is: [CH:28]([NH:31][C:32](=[O:50])[CH2:33][O:34][C:35]1[CH:40]=[C:39]([C:16]2[N:15]=[C:14]([NH:13][C:11]3[CH:10]=[N:9][N:8]([C:6]([O:5][C:1]([CH3:2])([CH3:3])[CH3:4])=[O:7])[CH:12]=3)[CH:19]=[CH:18][N:17]=2)[CH:38]=[CH:37][CH:36]=1)([CH3:30])[CH3:29]. (2) Given the reactants [Cl:1][C:2]1[N:6]2[CH:7]=[C:8]([O:15][CH3:16])[CH:9]=[C:10]([C:11]([F:14])([F:13])[F:12])[C:5]2=[N:4][C:3]=1[C:17](OC)=[O:18].[OH-].[Na+].Cl.C(N(C(C)C)C(C)C)C.Cl.[NH:34]1[CH2:39][CH2:38][CH:37]([N:40]2[CH2:44][CH2:43][O:42][C:41]2=[O:45])[CH2:36][CH2:35]1.F[P-](F)(F)(F)(F)F.C[NH2+]C, predict the reaction product. The product is: [Cl:1][C:2]1[N:6]2[CH:7]=[C:8]([O:15][CH3:16])[CH:9]=[C:10]([C:11]([F:12])([F:14])[F:13])[C:5]2=[N:4][C:3]=1[C:17]([N:34]1[CH2:35][CH2:36][CH:37]([N:40]2[CH2:44][CH2:43][O:42][C:41]2=[O:45])[CH2:38][CH2:39]1)=[O:18]. (3) Given the reactants Cl[C:2]1[C:6]2[CH:7]=[C:8]([N+:11]([O-:13])=[O:12])[CH:9]=[CH:10][C:5]=2[S:4][N:3]=1.[CH3:14][C:15]1[CH:19]=[C:18]([CH3:20])[NH:17][N:16]=1.N1C=CC=CC=1, predict the reaction product. The product is: [CH3:14][C:15]1[CH:19]=[C:18]([CH3:20])[N:17]([C:2]2[C:6]3[CH:7]=[C:8]([N+:11]([O-:13])=[O:12])[CH:9]=[CH:10][C:5]=3[S:4][N:3]=2)[N:16]=1. (4) Given the reactants [Br:1][C:2]1[CH:7]=[CH:6][C:5]([C:8]2[N:13]=[C:12](N3C=NC=N3)[C:11]3=[C:19]([CH3:23])[N:20]=[C:21]([CH3:22])[N:10]3[N:9]=2)=[CH:4][CH:3]=1.[CH3:24][O:25][C:26]1[CH:27]=[C:28]([OH:36])[CH:29]=[C:30]([O:34][CH3:35])[C:31]=1[O:32][CH3:33], predict the reaction product. The product is: [Br:1][C:2]1[CH:3]=[CH:4][C:5]([C:8]2[N:13]=[C:12]([O:36][C:28]3[CH:29]=[C:30]([O:34][CH3:35])[C:31]([O:32][CH3:33])=[C:26]([O:25][CH3:24])[CH:27]=3)[C:11]3=[C:19]([CH3:23])[N:20]=[C:21]([CH3:22])[N:10]3[N:9]=2)=[CH:6][CH:7]=1. (5) Given the reactants [O:1]1[CH2:6][CH2:5][CH2:4][CH2:3][CH:2]1[CH2:7][OH:8].[N+](=[CH:11][C:12]([O:14][CH2:15][CH3:16])=[O:13])=[N-].CO, predict the reaction product. The product is: [CH2:15]([O:14][C:12](=[O:13])[CH2:11][O:8][CH2:7][CH:2]1[CH2:3][CH2:4][CH2:5][CH2:6][O:1]1)[CH3:16]. (6) Given the reactants [Cl:1][C:2]1[CH:22]=[CH:21][C:5]([CH2:6][CH:7]2[CH2:12][C:11](=O)[CH2:10][CH2:9][N:8]2[C:14]([O:16][C:17]([CH3:20])([CH3:19])[CH3:18])=[O:15])=[CH:4][CH:3]=1.[N+:23](CS(C1C=CC(C)=CC=1)(=O)=O)#[C-:24].CC(C)([O-])C.[K+].O, predict the reaction product. The product is: [Cl:1][C:2]1[CH:22]=[CH:21][C:5]([CH2:6][CH:7]2[CH2:12][CH:11]([C:24]#[N:23])[CH2:10][CH2:9][N:8]2[C:14]([O:16][C:17]([CH3:20])([CH3:19])[CH3:18])=[O:15])=[CH:4][CH:3]=1.